This data is from Peptide-MHC class I binding affinity with 185,985 pairs from IEDB/IMGT. The task is: Regression. Given a peptide amino acid sequence and an MHC pseudo amino acid sequence, predict their binding affinity value. This is MHC class I binding data. (1) The peptide sequence is GANYLGKPK. The MHC is HLA-A33:01 with pseudo-sequence HLA-A33:01. The binding affinity (normalized) is 0. (2) The peptide sequence is MKWGMEMRR. The MHC is HLA-B15:01 with pseudo-sequence HLA-B15:01. The binding affinity (normalized) is 0.0847. (3) The peptide sequence is VLKAMHDKKI. The MHC is HLA-A02:01 with pseudo-sequence HLA-A02:01. The binding affinity (normalized) is 0. (4) The peptide sequence is TQIGCTLNF. The MHC is HLA-A68:02 with pseudo-sequence HLA-A68:02. The binding affinity (normalized) is 0. (5) The MHC is H-2-Kb with pseudo-sequence H-2-Kb. The binding affinity (normalized) is 0.303. The peptide sequence is CKNFLKQVYFE. (6) The peptide sequence is GLFTNSSGTQ. The MHC is HLA-A66:01 with pseudo-sequence HLA-A66:01. The binding affinity (normalized) is 0. (7) The peptide sequence is VTTHKYAGPY. The MHC is HLA-A01:01 with pseudo-sequence HLA-A01:01. The binding affinity (normalized) is 0.547. (8) The peptide sequence is HTQGYFPDWQN. The MHC is HLA-B57:01 with pseudo-sequence HLA-B57:01. The binding affinity (normalized) is 0.0211. (9) The peptide sequence is LTREMGFLV. The MHC is Mamu-A02 with pseudo-sequence Mamu-A02. The binding affinity (normalized) is 0.611.